This data is from Forward reaction prediction with 1.9M reactions from USPTO patents (1976-2016). The task is: Predict the product of the given reaction. Given the reactants [C:1]([O:5][C:6]([C:8]1[CH:33]=[CH:32][C:11]([CH2:12][N:13]2[C:21](=[O:22])[C:20]3[CH:19]=[CH:18][N:17]=[C:16]([C:23]([O:25]C4C=CC=CC=4)=O)[C:15]=3[CH2:14]2)=[CH:10][C:9]=1[CH3:34])=[O:7])([CH3:4])([CH3:3])[CH3:2].[CH2:35]([NH2:37])[CH3:36], predict the reaction product. The product is: [CH2:35]([NH:37][C:23]([C:16]1[C:15]2[CH2:14][N:13]([CH2:12][C:11]3[CH:32]=[CH:33][C:8]([C:6]([O:5][C:1]([CH3:4])([CH3:3])[CH3:2])=[O:7])=[C:9]([CH3:34])[CH:10]=3)[C:21](=[O:22])[C:20]=2[CH:19]=[CH:18][N:17]=1)=[O:25])[CH3:36].